This data is from Catalyst prediction with 721,799 reactions and 888 catalyst types from USPTO. The task is: Predict which catalyst facilitates the given reaction. (1) Reactant: [F:1][C:2]1[C:11]([F:12])=[C:10]2[C:5]([CH2:6][CH2:7][CH2:8][O:9]2)=[C:4]([C:13]#[C:14][CH:15]2[CH2:20][CH2:19][CH:18]([CH2:21][CH2:22][CH3:23])[CH2:17][CH2:16]2)[C:3]=1[OH:24].CN(CCN(C)C)C.C([Zn]CC)C.[Cl-].[NH4+]. Product: [F:1][C:2]1[C:11]([F:12])=[C:10]2[C:5]([CH2:6][CH2:7][CH2:8][O:9]2)=[C:4]2[CH:13]=[C:14]([CH:15]3[CH2:20][CH2:19][CH:18]([CH2:21][CH2:22][CH3:23])[CH2:17][CH2:16]3)[O:24][C:3]=12. The catalyst class is: 11. (2) Reactant: [NH2:1][C:2]1[CH:7]=[CH:6][C:5]([N+:8]([O-:10])=[O:9])=[CH:4][N:3]=1.C[Si]([N-][Si](C)(C)C)(C)C.[Na+].[C:21](O[C:21]([O:23][C:24]([CH3:27])([CH3:26])[CH3:25])=[O:22])([O:23][C:24]([CH3:27])([CH3:26])[CH3:25])=[O:22].O. Product: [N+:8]([C:5]1[CH:6]=[CH:7][C:2]([NH:1][C:21](=[O:22])[O:23][C:24]([CH3:27])([CH3:26])[CH3:25])=[N:3][CH:4]=1)([O-:10])=[O:9]. The catalyst class is: 1. (3) Reactant: CS(O)(=O)=O.[NH2:6][CH2:7][C:8]1[CH:9]=[C:10]2[C:14](=[CH:15][CH:16]=1)[C:13](=[O:17])[N:12]([CH:18]1[CH2:23][CH2:22][C:21](=[O:24])[NH:20][C:19]1=[O:25])[CH2:11]2.[Cl:26][C:27]1[CH:32]=[CH:31][C:30]([N:33]=[C:34]=[O:35])=[CH:29][C:28]=1[C:36]([F:39])([F:38])[F:37].Cl. Product: [Cl:26][C:27]1[CH:32]=[CH:31][C:30]([NH:33][C:34]([NH:6][CH2:7][C:8]2[CH:9]=[C:10]3[C:14](=[CH:15][CH:16]=2)[C:13](=[O:17])[N:12]([CH:18]2[CH2:23][CH2:22][C:21](=[O:24])[NH:20][C:19]2=[O:25])[CH2:11]3)=[O:35])=[CH:29][C:28]=1[C:36]([F:37])([F:38])[F:39]. The catalyst class is: 3. (4) Reactant: [F:1][C:2]1[C:11]2[C:6](=[CH:7][CH:8]=[CH:9][CH:10]=2)[CH:5]=[CH:4][CH:3]=1.[Cl:12][S:13](O)(=[O:15])=[O:14].O. Product: [F:1][C:2]1[C:11]2[C:6](=[CH:7][CH:8]=[CH:9][CH:10]=2)[C:5]([S:13]([Cl:12])(=[O:15])=[O:14])=[CH:4][CH:3]=1. The catalyst class is: 22. (5) Reactant: Cl[C:2]1[N:3]=[N:4][CH:5]=[C:6](Cl)[C:7]=1[Cl:8].CC1C=CC(S(O)(=O)=O)=CC=1.[F:21][C:22]1[CH:27]=[CH:26][CH:25]=[CH:24][C:23]=1[CH:28]1[CH2:33][CH2:32][NH:31][CH2:30][CH2:29]1.C(=O)([O-])[O-].[K+].[K+].[NH2:40][NH2:41]. Product: [Cl:8][C:7]1[C:6]([N:31]2[CH2:30][CH2:29][CH:28]([C:23]3[CH:24]=[CH:25][CH:26]=[CH:27][C:22]=3[F:21])[CH2:33][CH2:32]2)=[CH:5][N:4]=[N:3][C:2]=1[NH:40][NH2:41]. The catalyst class is: 872. (6) Reactant: Br[C:2]1[CH:3]=[N:4][N:5]2[CH:10]=[CH:9][C:8]([C:11]([N:13]([CH2:21][CH3:22])[C:14]3[CH:19]=[CH:18][C:17]([F:20])=[CH:16][N:15]=3)=[O:12])=[CH:7][C:6]=12.[CH3:23][NH:24][C:25](=[O:41])[C:26]1[CH:31]=[CH:30][C:29](B2OC(C)(C)C(C)(C)O2)=[CH:28][N:27]=1.C([O-])([O-])=O.[K+].[K+]. Product: [CH2:21]([N:13]([C:14]1[CH:19]=[CH:18][C:17]([F:20])=[CH:16][N:15]=1)[C:11]([C:8]1[CH:9]=[CH:10][N:5]2[N:4]=[CH:3][C:2]([C:29]3[CH:28]=[N:27][C:26]([C:25](=[O:41])[NH:24][CH3:23])=[CH:31][CH:30]=3)=[C:6]2[CH:7]=1)=[O:12])[CH3:22]. The catalyst class is: 38. (7) Reactant: I[C:2]1[S:6][CH:5]=[C:4]([C:7]([O:9][CH3:10])=[O:8])[C:3]=1[CH3:11].[C:12]([N:19]1[CH2:24][CH2:23][CH:22]([CH:25]=[O:26])[CH2:21][CH2:20]1)([O:14][C:15]([CH3:18])([CH3:17])[CH3:16])=[O:13].CCOC(C)=O. Product: [OH:26][CH:25]([C:2]1[S:6][CH:5]=[C:4]([C:7]([O:9][CH3:10])=[O:8])[C:3]=1[CH3:11])[CH:22]1[CH2:23][CH2:24][N:19]([C:12]([O:14][C:15]([CH3:18])([CH3:17])[CH3:16])=[O:13])[CH2:20][CH2:21]1. The catalyst class is: 1. (8) Reactant: Br[C:2]1[CH:3]=[C:4]([C:12]([O:14][CH3:15])=[O:13])[CH:5]=[C:6]([CH:11]=1)[C:7]([O:9][CH3:10])=[O:8].[C:16]([O-:19])([O-])=O.[K+].[K+].O. Product: [CH3:10][O:9][C:7]([C:6]1[CH:11]=[C:2]([C:2]2[CH:3]=[CH:4][C:5]([CH:16]=[O:19])=[CH:6][CH:11]=2)[CH:3]=[C:4]([C:12]([O:14][CH3:15])=[O:13])[CH:5]=1)=[O:8]. The catalyst class is: 128. (9) Reactant: Cl.[NH2:2][CH2:3][CH2:4][CH2:5][C:6]([O:8][C:9]1[C:14]([CH3:15])=[CH:13][CH:12]=[CH:11][C:10]=1[CH3:16])=[O:7].[C:17]([N:21]1[C:25](=[O:26])[C:24](Cl)=[C:23]([C:28]2[CH:33]=[CH:32][CH:31]=[CH:30][CH:29]=2)[S:22]1(=[O:35])=[O:34])([CH3:20])([CH3:19])[CH3:18].C(OCC)C. Product: [C:17]([N:21]1[C:25](=[O:26])[C:24]([NH:2][CH2:3][CH2:4][CH2:5][C:6]([O:8][C:9]2[C:14]([CH3:15])=[CH:13][CH:12]=[CH:11][C:10]=2[CH3:16])=[O:7])=[C:23]([C:28]2[CH:33]=[CH:32][CH:31]=[CH:30][CH:29]=2)[S:22]1(=[O:34])=[O:35])([CH3:20])([CH3:18])[CH3:19]. The catalyst class is: 705.